From a dataset of Catalyst prediction with 721,799 reactions and 888 catalyst types from USPTO. Predict which catalyst facilitates the given reaction. (1) Reactant: Cl[C:2]1[N:3]([CH2:24][CH:25]2[CH2:27][CH2:26]2)[C:4]2[C:9]([N:10]=1)=[C:8]([N:11]1[CH2:16][CH2:15][O:14][CH2:13][CH2:12]1)[N:7]=[C:6]([C:17]1[CH:18]=[N:19][C:20]([NH2:23])=[N:21][CH:22]=1)[N:5]=2. Product: [NH2:23][C:20]1[N:19]=[CH:18][C:17]([C:6]2[N:5]=[C:4]3[C:9]([N:10]=[C:2]([NH:10][CH2:9][CH2:4][N:3]([CH3:24])[CH3:2])[N:3]3[CH2:24][CH:25]3[CH2:27][CH2:26]3)=[C:8]([N:11]3[CH2:16][CH2:15][O:14][CH2:13][CH2:12]3)[N:7]=2)=[CH:22][N:21]=1. The catalyst class is: 16. (2) Reactant: [CH2:1]([N:8]([CH2:45][C:46]1[CH:51]=[CH:50][CH:49]=[CH:48][CH:47]=1)[CH:9]1[CH2:13][CH:12]([C:14](=[O:43])[CH2:15][N:16]([C:24]2[N:25]=[C:26]3[CH:32]=[CH:31][N:30]([S:33]([C:36]4[CH:42]=[CH:41][C:39]([CH3:40])=[CH:38][CH:37]=4)(=[O:35])=[O:34])[C:27]3=[N:28][CH:29]=2)C(=O)OC(C)(C)C)[CH:11]([CH3:44])[CH2:10]1)[C:2]1[CH:7]=[CH:6][CH:5]=[CH:4][CH:3]=1. Product: [CH2:45]([N:8]([CH2:1][C:2]1[CH:3]=[CH:4][CH:5]=[CH:6][CH:7]=1)[CH:9]1[CH2:13][CH:12]([C:14](=[O:43])[CH2:15][NH:16][C:24]2[N:25]=[C:26]3[CH:32]=[CH:31][N:30]([S:33]([C:36]4[CH:37]=[CH:38][C:39]([CH3:40])=[CH:41][CH:42]=4)(=[O:35])=[O:34])[C:27]3=[N:28][CH:29]=2)[CH:11]([CH3:44])[CH2:10]1)[C:46]1[CH:51]=[CH:50][CH:49]=[CH:48][CH:47]=1. The catalyst class is: 33. (3) Reactant: Cl[C:2]1[N:7]=[C:6]([C@@H:8]([NH:18][C:19](=[O:36])[CH2:20][N:21]2[C:25]3[C:26]([F:31])([F:30])[C@@H:27]4[CH2:29][C@@H:28]4[C:24]=3[C:23]([C:32]([F:35])([F:34])[F:33])=[N:22]2)[CH2:9][C:10]2[CH:15]=[C:14]([F:16])[CH:13]=[C:12]([F:17])[CH:11]=2)[C:5]([C:37]2[CH:38]=[CH:39][C:40]([Cl:52])=[C:41]3[C:45]=2[N:44]([CH3:46])[N:43]=[C:42]3[NH:47][S:48]([CH3:51])(=[O:50])=[O:49])=[CH:4][CH:3]=1.[O:53]1[CH2:58][CH2:57][CH:56]([N:59]2[CH:63]=[C:62](B3OC(C)(C)C(C)(C)O3)[CH:61]=[N:60]2)[CH2:55][CH2:54]1.C([O-])([O-])=O.[K+].[K+]. Product: [Cl:52][C:40]1[CH:39]=[CH:38][C:37]([C:5]2[C:6]([C@@H:8]([NH:18][C:19](=[O:36])[CH2:20][N:21]3[C:25]4[C:26]([F:30])([F:31])[C@@H:27]5[CH2:29][C@@H:28]5[C:24]=4[C:23]([C:32]([F:33])([F:34])[F:35])=[N:22]3)[CH2:9][C:10]3[CH:11]=[C:12]([F:17])[CH:13]=[C:14]([F:16])[CH:15]=3)=[N:7][C:2]([C:62]3[CH:61]=[N:60][N:59]([CH:56]4[CH2:57][CH2:58][O:53][CH2:54][CH2:55]4)[CH:63]=3)=[CH:3][CH:4]=2)=[C:45]2[C:41]=1[C:42]([NH:47][S:48]([CH3:51])(=[O:50])=[O:49])=[N:43][N:44]2[CH3:46]. The catalyst class is: 70. (4) Reactant: [CH3:1][O:2][C:3]1[CH:34]=[CH:33][C:6]([CH2:7][NH:8][C:9]2[S:10][C:11]3[CH2:20][CH2:19][CH:18]([O:21][CH3:22])[C:17]4[C:13](=[CH:14][N:15]([CH2:23][C:24]5[CH:29]=[CH:28][C:27]([O:30][CH3:31])=[CH:26][CH:25]=5)[N:16]=4)[C:12]=3[N:32]=2)=[CH:5][CH:4]=1.Cl[C:36]1[N:41]=[C:40]([CH3:42])[CH:39]=[CH:38][N:37]=1.CC1(C)C2C(=C(P(C3C=CC=CC=3)C3C=CC=CC=3)C=CC=2)OC2C(P(C3C=CC=CC=3)C3C=CC=CC=3)=CC=CC1=2.C([O-])([O-])=O.[Cs+].[Cs+]. Product: [CH3:1][O:2][C:3]1[CH:4]=[CH:5][C:6]([CH2:7][N:8]([C:9]2[S:10][C:11]3[CH2:20][CH2:19][CH:18]([O:21][CH3:22])[C:17]4[C:13](=[CH:14][N:15]([CH2:23][C:24]5[CH:25]=[CH:26][C:27]([O:30][CH3:31])=[CH:28][CH:29]=5)[N:16]=4)[C:12]=3[N:32]=2)[C:36]2[N:41]=[C:40]([CH3:42])[CH:39]=[CH:38][N:37]=2)=[CH:33][CH:34]=1. The catalyst class is: 62. (5) The catalyst class is: 3. Reactant: Cl[C:2]1[N:6]([CH3:7])[N:5]=[CH:4][C:3]=1[N+:8]([O-:10])=[O:9].[O:11]1[CH2:16][CH2:15][CH:14]([CH2:17][OH:18])[CH2:13][CH2:12]1.[H-].[Na+]. Product: [CH3:7][N:6]1[C:2]([O:18][CH2:17][CH:14]2[CH2:15][CH2:16][O:11][CH2:12][CH2:13]2)=[C:3]([N+:8]([O-:10])=[O:9])[CH:4]=[N:5]1.